Task: Predict the reactants needed to synthesize the given product.. Dataset: Full USPTO retrosynthesis dataset with 1.9M reactions from patents (1976-2016) Given the product [C:34]1([C:40]([C:48]2[CH:53]=[CH:52][CH:51]=[CH:50][CH:49]=2)([CH:42]2[CH2:47][CH2:46][N:45]([CH2:12][CH2:13][C:14]3[CH:15]=[CH:16][C:17]([C:20]4([CH2:24][S:25]([C:28]5[CH:33]=[CH:32][CH:31]=[CH:30][CH:29]=5)(=[O:26])=[O:27])[CH2:23][O:22][CH2:21]4)=[CH:18][CH:19]=3)[CH2:44][CH2:43]2)[OH:41])[CH:35]=[CH:36][CH:37]=[CH:38][CH:39]=1, predict the reactants needed to synthesize it. The reactants are: CC1C=CC(S(O[CH2:12][CH2:13][C:14]2[CH:19]=[CH:18][C:17]([C:20]3([CH2:24][S:25]([C:28]4[CH:33]=[CH:32][CH:31]=[CH:30][CH:29]=4)(=[O:27])=[O:26])[CH2:23][O:22][CH2:21]3)=[CH:16][CH:15]=2)(=O)=O)=CC=1.[C:34]1([C:40]([C:48]2[CH:53]=[CH:52][CH:51]=[CH:50][CH:49]=2)([CH:42]2[CH2:47][CH2:46][NH:45][CH2:44][CH2:43]2)[OH:41])[CH:39]=[CH:38][CH:37]=[CH:36][CH:35]=1.